This data is from Forward reaction prediction with 1.9M reactions from USPTO patents (1976-2016). The task is: Predict the product of the given reaction. (1) Given the reactants [Cl:1][C:2]1[N:6]2[CH2:7][CH2:8][NH:9][CH2:10][C:5]2=[C:4]([C:11]([NH2:13])=[O:12])[C:3]=1[C:14]1[CH:19]=[CH:18][CH:17]=[C:16]([C:20]#[N:21])[CH:15]=1.[O:22]1[CH2:27][CH2:26][CH:25]([NH:28][C:29](=O)[O:30]C2C=CC([N+]([O-])=O)=CC=2)[CH2:24][CH2:23]1.C(=O)([O-])[O-].[K+].[K+], predict the reaction product. The product is: [Cl:1][C:2]1[N:6]2[CH2:7][CH2:8][N:9]([C:29]([NH:28][CH:25]3[CH2:26][CH2:27][O:22][CH2:23][CH2:24]3)=[O:30])[CH2:10][C:5]2=[C:4]([C:11]([NH2:13])=[O:12])[C:3]=1[C:14]1[CH:19]=[CH:18][CH:17]=[C:16]([C:20]#[N:21])[CH:15]=1. (2) Given the reactants [CH2:1]([N:3]1[CH:7]=[C:6]([NH:8][C:9]2[N:14]=[CH:13][N:12]=[C:11]([C:15]3[CH:16]=[CH:17][C:18]([O:23][C@H:24]4[CH2:29][CH2:28][NH:27][CH2:26][C@H:25]4[F:30])=[C:19]([CH:22]=3)[C:20]#[N:21])[N:10]=2)[C:5]([CH3:31])=[N:4]1)[CH3:2].[C:32](O)(=[O:36])[C@H:33]([CH3:35])[OH:34].C(N(CC)C(C)C)(C)C.CN(C(ON1N=NC2C=CC=NC1=2)=[N+](C)C)C.F[P-](F)(F)(F)(F)F, predict the reaction product. The product is: [CH2:1]([N:3]1[CH:7]=[C:6]([NH:8][C:9]2[N:14]=[CH:13][N:12]=[C:11]([C:15]3[CH:16]=[CH:17][C:18]([O:23][C@H:24]4[CH2:29][CH2:28][N:27]([C:32](=[O:36])[C@@H:33]([OH:34])[CH3:35])[CH2:26][C@H:25]4[F:30])=[C:19]([CH:22]=3)[C:20]#[N:21])[N:10]=2)[C:5]([CH3:31])=[N:4]1)[CH3:2]. (3) Given the reactants NC1(C2C=CC(C3C(=O)C4C(=CC=C(F)C=4)OC=3C3C=CC=CC=3)=CC=2)CCC1.C(OC(=O)[NH:36][C:37]1([C:41]2[CH:46]=[CH:45][C:44]([C:47]3[C:56](=[O:57])[C:55]4[C:50](=[C:51]([C:60]#[N:61])[C:52]([O:58][CH3:59])=[CH:53][CH:54]=4)[O:49][C:48]=3[C:62]3[CH:67]=[CH:66][CH:65]=[CH:64][CH:63]=3)=[CH:43][CH:42]=2)[CH2:40][CH2:39][CH2:38]1)(C)(C)C, predict the reaction product. The product is: [NH2:36][C:37]1([C:41]2[CH:42]=[CH:43][C:44]([C:47]3[C:56](=[O:57])[C:55]4[C:50](=[C:51]([C:60]#[N:61])[C:52]([O:58][CH3:59])=[CH:53][CH:54]=4)[O:49][C:48]=3[C:62]3[CH:63]=[CH:64][CH:65]=[CH:66][CH:67]=3)=[CH:45][CH:46]=2)[CH2:38][CH2:39][CH2:40]1. (4) The product is: [F:13][C:14]([F:26])([O:18][C:19]1[CH:24]=[CH:23][CH:22]=[CH:21][C:20]=1[NH:25][C:8]([C:7]1[C:3]([CH:2]([F:12])[F:1])=[N:4][N:5]([CH3:11])[CH:6]=1)=[O:9])[CH:15]([F:16])[F:17]. Given the reactants [F:1][CH:2]([F:12])[C:3]1[C:7]([C:8](Cl)=[O:9])=[CH:6][N:5]([CH3:11])[N:4]=1.[F:13][C:14]([F:26])([O:18][C:19]1[CH:24]=[CH:23][CH:22]=[CH:21][C:20]=1[NH2:25])[CH:15]([F:17])[F:16].N1C=CC=CC=1.C(OC)(C)(C)C, predict the reaction product. (5) Given the reactants [CH3:1][O:2][C:3]([CH2:5][C@H:6]([NH2:10])[C:7]([OH:9])=O)=[O:4].Cl.[CH3:12]CN(CC)CC.[Si](Cl)(C)(C)C.[C:24]1([CH3:33])[CH:29]=[CH:28][C:27]([C:30](Cl)=[O:31])=[CH:26][CH:25]=1, predict the reaction product. The product is: [CH3:33][C:24]1[CH:29]=[CH:28][C:27]([C:30]([NH:10][CH:6]([C:7](=[O:9])[CH3:12])[CH2:5][C:3]([O:2][CH3:1])=[O:4])=[O:31])=[CH:26][CH:25]=1. (6) Given the reactants [NH2:1][C:2]1[CH:7]=[CH:6][CH:5]=[CH:4][N:3]=1.[Cl:8][C:9]1[CH:10]=[CH:11][C:12]([O:25][CH2:26][C:27]2[CH:32]=[CH:31][CH:30]=[CH:29][CH:28]=2)=[C:13]([CH2:15][C:16]2[N:21]=[C:20]([C:22](O)=[O:23])[CH:19]=[CH:18][CH:17]=2)[CH:14]=1.C1C=CC2N(O)N=NC=2C=1.CCN=C=NCCCN(C)C, predict the reaction product. The product is: [Cl:8][C:9]1[CH:10]=[CH:11][C:12]([O:25][CH2:26][C:27]2[CH:32]=[CH:31][CH:30]=[CH:29][CH:28]=2)=[C:13]([CH2:15][C:16]2[N:21]=[C:20]([C:22]([NH:1][C:2]3[CH:7]=[CH:6][CH:5]=[CH:4][N:3]=3)=[O:23])[CH:19]=[CH:18][CH:17]=2)[CH:14]=1. (7) Given the reactants [NH2:1][C:2]1[CH:7]=[CH:6][C:5]([Cl:8])=[CH:4][C:3]=1[C:9]([C:11]1[CH:12]=[N:13][C:14]([Cl:17])=[CH:15][CH:16]=1)=[O:10].[C:18]([C:22]1[CH:27]=[CH:26][C:25]([S:28](Cl)(=[O:30])=[O:29])=[CH:24][CH:23]=1)([CH3:21])([CH3:20])[CH3:19], predict the reaction product. The product is: [C:18]([C:22]1[CH:27]=[CH:26][C:25]([S:28]([NH:1][C:2]2[CH:7]=[CH:6][C:5]([Cl:8])=[CH:4][C:3]=2[C:9]([C:11]2[CH:12]=[N:13][C:14]([Cl:17])=[CH:15][CH:16]=2)=[O:10])(=[O:30])=[O:29])=[CH:24][CH:23]=1)([CH3:21])([CH3:19])[CH3:20].